From a dataset of NCI-60 drug combinations with 297,098 pairs across 59 cell lines. Regression. Given two drug SMILES strings and cell line genomic features, predict the synergy score measuring deviation from expected non-interaction effect. (1) Drug 1: C1CC(=O)NC(=O)C1N2CC3=C(C2=O)C=CC=C3N. Cell line: MOLT-4. Drug 2: CC1C(C(CC(O1)OC2CC(CC3=C2C(=C4C(=C3O)C(=O)C5=C(C4=O)C(=CC=C5)OC)O)(C(=O)C)O)N)O.Cl. Synergy scores: CSS=55.6, Synergy_ZIP=-2.75, Synergy_Bliss=-7.84, Synergy_Loewe=-67.4, Synergy_HSA=-10.1. (2) Drug 1: CCC1=C2CN3C(=CC4=C(C3=O)COC(=O)C4(CC)O)C2=NC5=C1C=C(C=C5)O. Drug 2: C1C(C(OC1N2C=NC3=C2NC=NCC3O)CO)O. Cell line: HCT-15. Synergy scores: CSS=39.1, Synergy_ZIP=-3.90, Synergy_Bliss=-7.89, Synergy_Loewe=-64.3, Synergy_HSA=-3.55. (3) Synergy scores: CSS=-6.33, Synergy_ZIP=2.65, Synergy_Bliss=2.78, Synergy_Loewe=-2.45, Synergy_HSA=-6.39. Cell line: HCT116. Drug 1: CCCCCOC(=O)NC1=NC(=O)N(C=C1F)C2C(C(C(O2)C)O)O. Drug 2: C1=CN(C=N1)CC(O)(P(=O)(O)O)P(=O)(O)O. (4) Drug 1: C1CCC(C1)C(CC#N)N2C=C(C=N2)C3=C4C=CNC4=NC=N3. Drug 2: CCCCCOC(=O)NC1=NC(=O)N(C=C1F)C2C(C(C(O2)C)O)O. Cell line: MALME-3M. Synergy scores: CSS=-0.780, Synergy_ZIP=0.849, Synergy_Bliss=1.20, Synergy_Loewe=-2.51, Synergy_HSA=-1.45. (5) Drug 1: CN1CCC(CC1)COC2=C(C=C3C(=C2)N=CN=C3NC4=C(C=C(C=C4)Br)F)OC. Drug 2: CS(=O)(=O)C1=CC(=C(C=C1)C(=O)NC2=CC(=C(C=C2)Cl)C3=CC=CC=N3)Cl. Cell line: SNB-75. Synergy scores: CSS=6.21, Synergy_ZIP=-0.335, Synergy_Bliss=2.05, Synergy_Loewe=-9.28, Synergy_HSA=-0.000774. (6) Drug 1: CC1=C(C(CCC1)(C)C)C=CC(=CC=CC(=CC(=O)O)C)C. Drug 2: C1CNP(=O)(OC1)N(CCCl)CCCl. Cell line: DU-145. Synergy scores: CSS=-3.73, Synergy_ZIP=4.58, Synergy_Bliss=7.18, Synergy_Loewe=2.72, Synergy_HSA=0.0984. (7) Drug 1: CS(=O)(=O)C1=CC(=C(C=C1)C(=O)NC2=CC(=C(C=C2)Cl)C3=CC=CC=N3)Cl. Drug 2: COC1=CC(=CC(=C1O)OC)C2C3C(COC3=O)C(C4=CC5=C(C=C24)OCO5)OC6C(C(C7C(O6)COC(O7)C8=CC=CS8)O)O. Cell line: SF-268. Synergy scores: CSS=24.3, Synergy_ZIP=-2.97, Synergy_Bliss=-1.73, Synergy_Loewe=-19.4, Synergy_HSA=-3.76. (8) Drug 1: CS(=O)(=O)C1=CC(=C(C=C1)C(=O)NC2=CC(=C(C=C2)Cl)C3=CC=CC=N3)Cl. Drug 2: CC1CCC2CC(C(=CC=CC=CC(CC(C(=O)C(C(C(=CC(C(=O)CC(OC(=O)C3CCCCN3C(=O)C(=O)C1(O2)O)C(C)CC4CCC(C(C4)OC)OCCO)C)C)O)OC)C)C)C)OC. Cell line: NCI-H322M. Synergy scores: CSS=5.96, Synergy_ZIP=-1.81, Synergy_Bliss=-2.90, Synergy_Loewe=-12.3, Synergy_HSA=-3.44.